From a dataset of Catalyst prediction with 721,799 reactions and 888 catalyst types from USPTO. Predict which catalyst facilitates the given reaction. (1) Reactant: [N:1]1[CH:6]=[CH:5][CH:4]=[C:3]([CH2:7][CH2:8][CH2:9][O:10][CH2:11][CH2:12][NH:13][C:14]2[C:23]3[C:18](=[CH:19][CH:20]=[CH:21][CH:22]=3)[N:17]3[N:24]=[N:25][N:26]=[C:16]3[C:15]=2[NH2:27])[CH:2]=1.[C:28](OC)(OC)(OC)[CH2:29][CH2:30][CH2:31]C.Cl.N1C=CC=C[CH:41]=1. Product: [CH2:28]([N:25]1[N:26]=[C:16]2[C:15]3[N:27]=[CH:41][N:13]([CH2:12][CH2:11][O:10][CH2:9][CH2:8][CH2:7][C:3]4[CH:2]=[N:1][CH:6]=[CH:5][CH:4]=4)[C:14]=3[C:23]3[C:18]([N:17]2[NH:24]1)=[CH:19][CH:20]=[CH:21][CH:22]=3)[CH2:29][CH2:30][CH3:31]. The catalyst class is: 11. (2) Reactant: C[O:2][CH:3]=[CH:4][C:5]1[CH:10]=[C:9]([Cl:11])[CH:8]=[CH:7][C:6]=1[Cl:12].Cl.O1CCOCC1.C(=O)(O)[O-].[Na+]. Product: [Cl:12][C:6]1[CH:7]=[CH:8][C:9]([Cl:11])=[CH:10][C:5]=1[CH2:4][CH:3]=[O:2]. The catalyst class is: 27. (3) Reactant: [CH3:1][O:2][C:3]([NH:5][C@H:6]([C:8](O)=[O:9])[CH3:7])=[O:4].CN(C(ON1N=NC2C=CC=NC1=2)=[N+](C)C)C.F[P-](F)(F)(F)(F)F.[CH2:35]1[C:39]2([O:44][CH2:43][CH2:42][CH2:41][O:40]2)[CH2:38][C@@H:37]([C:45]2[NH:46][CH:47]=[C:48]([C:50]3[CH:55]=[CH:54][C:53]([C:56]4[CH:61]=[CH:60][C:59]([C:62]5[N:63]=[C:64]([C@@H:67]6[CH2:71][CH2:70][CH2:69][N:68]6[C:72]([C@@H:74]([NH:78][C:79](=[O:82])[O:80][CH3:81])[CH:75]([CH3:77])[CH3:76])=[O:73])[NH:65][CH:66]=5)=[CH:58][CH:57]=4)=[CH:52][CH:51]=3)[N:49]=2)[NH:36]1. Product: [CH3:1][O:2][C:3](=[O:4])[NH:5][C@@H:6]([CH3:7])[C:8]([N:36]1[C@H:37]([C:45]2[NH:46][CH:47]=[C:48]([C:50]3[CH:51]=[CH:52][C:53]([C:56]4[CH:61]=[CH:60][C:59]([C:62]5[N:63]=[C:64]([C@@H:67]6[CH2:71][CH2:70][CH2:69][N:68]6[C:72](=[O:73])[C@@H:74]([NH:78][C:79]([O:80][CH3:81])=[O:82])[CH:75]([CH3:77])[CH3:76])[NH:65][CH:66]=5)=[CH:58][CH:57]=4)=[CH:54][CH:55]=3)[N:49]=2)[CH2:38][C:39]2([O:44][CH2:43][CH2:42][CH2:41][O:40]2)[CH2:35]1)=[O:9]. The catalyst class is: 3. (4) Reactant: [N+:1]([C:4]1[CH:12]=[C:11]([C:13]([OH:15])=[O:14])[CH:10]=[CH:9][C:5]=1[C:6]([OH:8])=[O:7])([O-:3])=[O:2].[CH2:16]1[CH2:20]OC[CH2:17]1.C(Cl)(=O)C(Cl)=O.CN1CCOCC1. Product: [CH2:20]([O:14][C:13]([C:11]1[CH:10]=[CH:9][C:5]([C:6]([OH:8])=[O:7])=[C:4]([N+:1]([O-:3])=[O:2])[CH:12]=1)=[O:15])[CH:16]=[CH2:17]. The catalyst class is: 59. (5) Reactant: [F:1][C:2]1[C:9]([I:10])=[C:8]([CH3:11])[CH:7]=[CH:6][C:3]=1[CH:4]=O.[NH2:12][OH:13]. Product: [F:1][C:2]1[C:9]([I:10])=[C:8]([CH3:11])[CH:7]=[CH:6][C:3]=1/[CH:4]=[N:12]/[OH:13]. The catalyst class is: 8. (6) Reactant: [CH3:1][O:2][C:3]1[CH:4]=[C:5]([NH:11][C:12]2[C:21]3[C:16](=[CH:17][CH:18]=[C:19]([N+:22]([O-:24])=[O:23])[CH:20]=3)[N:15]=[C:14]([CH3:25])[N:13]=2)[CH:6]=[CH:7][C:8]=1[O:9][CH3:10].[CH3:26]I.[H-].[Na+]. Product: [CH3:1][O:2][C:3]1[CH:4]=[C:5]([N:11]([C:12]2[C:21]3[C:16](=[CH:17][CH:18]=[C:19]([N+:22]([O-:24])=[O:23])[CH:20]=3)[N:15]=[C:14]([CH3:25])[N:13]=2)[CH3:26])[CH:6]=[CH:7][C:8]=1[O:9][CH3:10]. The catalyst class is: 3.